This data is from Full USPTO retrosynthesis dataset with 1.9M reactions from patents (1976-2016). The task is: Predict the reactants needed to synthesize the given product. (1) Given the product [O:36]1[CH:35]=[CH:34][CH:33]=[C:32]1[CH2:31][S:37][CH2:11][CH2:10][NH:13][C:14]([C:16]1[S:17][CH:18]=[CH:19][C:20]=1[NH:21][C:22]1[CH:27]=[CH:26][N:25]=[C:24]2[NH:28][CH:29]=[CH:30][C:23]=12)=[O:15], predict the reactants needed to synthesize it. The reactants are: C(OC(N1C[CH2:11][CH:10]([NH:13][C:14]([C:16]2[S:17][CH:18]=[CH:19][C:20]=2[NH:21][C:22]2[CH:27]=[CH:26][N:25]=[C:24]3[NH:28][CH:29]=[CH:30][C:23]=23)=[O:15])C1)=O)(C)(C)C.[CH2:31]([S:37]CCN)[C:32]1[O:36][CH:35]=[CH:34][CH:33]=1.C(N1CCC(N)C1)(OC(C)(C)C)=O. (2) Given the product [CH2:1]([C:9]1[CH:11]([C:23]([OH:22])=[O:18])[CH:10]=1)[CH2:2][CH2:3][CH2:4][CH2:5][CH2:6][CH2:7][CH3:8], predict the reactants needed to synthesize it. The reactants are: [CH2:1]([C:9]1[CH:11](OCCC(O)=O)[CH:10]=1)[CH2:2][CH2:3][CH2:4][CH2:5][CH2:6][CH2:7][CH3:8].[OH-:18].[K+].CC[O:22][CH2:23]C. (3) Given the product [CH:61]1([N:64]2[CH2:69][CH2:68][N:67]([C:70]3([CH2:76][NH:77][C:78](=[O:85])[C:79]4[CH:80]=[CH:81][N:82]=[CH:83][CH:84]=4)[CH2:75][CH2:74][N:73]([C:25](=[O:27])[CH2:24][O:23][CH2:22][C@@H:14]4[CH2:15][C:16]5[C:21](=[CH:20][CH:19]=[CH:18][CH:17]=5)[N:13]4[S:10]([C:6]4[C:5]([CH3:28])=[CH:4][C:3]([O:2][CH3:1])=[CH:8][C:7]=4[CH3:9])(=[O:11])=[O:12])[CH2:72][CH2:71]3)[CH2:66][CH2:65]2)[CH2:62][CH2:63]1, predict the reactants needed to synthesize it. The reactants are: [CH3:1][O:2][C:3]1[CH:8]=[C:7]([CH3:9])[C:6]([S:10]([N:13]2[C:21]3[C:16](=[CH:17][CH:18]=[CH:19][CH:20]=3)[CH2:15][C@H:14]2[CH2:22][O:23][CH2:24][C:25]([OH:27])=O)(=[O:12])=[O:11])=[C:5]([CH3:28])[CH:4]=1.C(N(C(C)C)CC)(C)C.C1C=CC2N(O)N=NC=2C=1.CCN=C=NCCCN(C)C.Cl.Cl.[CH:61]1([N:64]2[CH2:69][CH2:68][N:67]([C:70]3([CH2:76][NH:77][C:78](=[O:85])[C:79]4[CH:84]=[CH:83][N:82]=[CH:81][CH:80]=4)[CH2:75][CH2:74][NH:73][CH2:72][CH2:71]3)[CH2:66][CH2:65]2)[CH2:63][CH2:62]1. (4) The reactants are: C[N:2]1[C:6](=[O:7])CCC1.[NH2:8][C:9]1[S:10][C:11]([CH3:23])=[CH:12][C:13]=1[C:14]([C:16]1[C:17]([Cl:22])=[N:18][CH:19]=[CH:20][CH:21]=1)=O.NC(N)=O. Given the product [Cl:22][C:17]1[C:16]([C:14]2[C:13]3[CH:12]=[C:11]([CH3:23])[S:10][C:9]=3[N:8]=[C:6]([OH:7])[N:2]=2)=[CH:21][CH:20]=[CH:19][N:18]=1, predict the reactants needed to synthesize it. (5) The reactants are: [F:1][C:2]1[CH:7]=[CH:6][C:5]([O:8][CH3:9])=[C:4]([N+:10]([O-:12])=[O:11])[CH:3]=1.[Li+].[Cl-].Br[CH2:16][C:17](=[CH2:23])[C:18]([O:20][CH2:21][CH3:22])=[O:19].C([Cu])#N. Given the product [F:1][C:2]1[C:3]([CH2:23][C:17](=[CH2:16])[C:18]([O:20][CH2:21][CH3:22])=[O:19])=[C:4]([N+:10]([O-:12])=[O:11])[C:5]([O:8][CH3:9])=[CH:6][CH:7]=1, predict the reactants needed to synthesize it.